From a dataset of Full USPTO retrosynthesis dataset with 1.9M reactions from patents (1976-2016). Predict the reactants needed to synthesize the given product. (1) Given the product [CH2:13]([O:20][C:21]1[CH:26]=[CH:25][C:24]([C:2]2[C:10]3[C:9]([NH2:11])=[N:8][CH:7]=[N:6][C:5]=3[N:4]([CH3:12])[CH:3]=2)=[CH:23][CH:22]=1)[C:14]1[CH:19]=[CH:18][CH:17]=[CH:16][CH:15]=1, predict the reactants needed to synthesize it. The reactants are: I[C:2]1[C:10]2[C:9]([NH2:11])=[N:8][CH:7]=[N:6][C:5]=2[N:4]([CH3:12])[CH:3]=1.[CH2:13]([O:20][C:21]1[CH:26]=[CH:25][C:24](B(O)O)=[CH:23][CH:22]=1)[C:14]1[CH:19]=[CH:18][CH:17]=[CH:16][CH:15]=1.[O-]P([O-])([O-])=O.[K+].[K+].[K+]. (2) Given the product [Br:2][C:3]1[CH:12]=[C:11]2[C:6]([CH:7]=[CH:8][N:9]=[CH:10]2)=[CH:5][CH:4]=1, predict the reactants needed to synthesize it. The reactants are: Br.[Br:2][C:3]1[CH:12]=[C:11]2[C:6]([CH:7]=[CH:8][N:9]=[CH:10]2)=[CH:5][CH:4]=1.[OH-].[Na+]. (3) The reactants are: [OH:1][CH:2]1[CH2:7][CH2:6][N:5]([C:8]([O:10][C:11]([CH3:14])([CH3:13])[CH3:12])=[O:9])[CH2:4][CH2:3]1.[Br:15][C:16]1[CH:21]=[CH:20][C:19](O)=[CH:18][CH:17]=1. Given the product [C:11]([O:10][C:8]([N:5]1[CH2:4][CH2:3][CH:2]([O:1][C:19]2[CH:20]=[CH:21][C:16]([Br:15])=[CH:17][CH:18]=2)[CH2:7][CH2:6]1)=[O:9])([CH3:14])([CH3:13])[CH3:12], predict the reactants needed to synthesize it. (4) Given the product [CH:14]1([S:19][CH:4]([C:5]2[CH:10]=[CH:9][CH:8]=[C:7]([Cl:11])[CH:6]=2)[C:3]([OH:2])=[O:13])[CH2:18][CH2:17][CH2:16][CH2:15]1.[CH:14]1([S:19][CH:4]([C:5]2[CH:10]=[CH:9][CH:8]=[C:7]([Cl:11])[CH:6]=2)[C:3]([NH:20][C:21]2[S:22][CH:23]=[CH:24][N:25]=2)=[O:13])[CH2:18][CH2:17][CH2:16][CH2:15]1, predict the reactants needed to synthesize it. The reactants are: C[O:2][C:3](=[O:13])[CH:4](Br)[C:5]1[CH:10]=[CH:9][CH:8]=[C:7]([Cl:11])[CH:6]=1.[CH:14]1([SH:19])[CH2:18][CH2:17][CH2:16][CH2:15]1.[NH2:20][C:21]1[S:22][CH:23]=[CH:24][N:25]=1.